From a dataset of Forward reaction prediction with 1.9M reactions from USPTO patents (1976-2016). Predict the product of the given reaction. (1) Given the reactants [C:1](Cl)(=[O:3])[CH3:2].[NH2:5][C:6]1[N:15]=[CH:14][C:13]2[C:12]([S:16][CH3:17])=[N:11][CH:10]=[N:9][C:8]=2[CH:7]=1.CCN(CC)CC.O, predict the reaction product. The product is: [C:1]([NH:5][C:6]1[N:15]=[CH:14][C:13]2[C:12]([S:16][CH3:17])=[N:11][CH:10]=[N:9][C:8]=2[CH:7]=1)(=[O:3])[CH3:2]. (2) The product is: [Cl:15][C:12]1[CH:13]=[CH:14][C:9]([NH:8][C:6](=[O:7])[C:5]2[CH:22]=[CH:23][C:2]([N:30]3[CH2:29][C@@H:28]([CH3:32])[NH:27][C@@H:26]([CH3:25])[CH2:31]3)=[N:3][C:4]=2[CH3:24])=[CH:10][C:11]=1[C:16]1[CH:21]=[CH:20][CH:19]=[CH:18][N:17]=1. Given the reactants Cl[C:2]1[CH:23]=[CH:22][C:5]([C:6]([NH:8][C:9]2[CH:14]=[CH:13][C:12]([Cl:15])=[C:11]([C:16]3[CH:21]=[CH:20][CH:19]=[CH:18][N:17]=3)[CH:10]=2)=[O:7])=[C:4]([CH3:24])[N:3]=1.[CH3:25][CH:26]1[CH2:31][NH:30][CH2:29][CH:28]([CH3:32])[NH:27]1, predict the reaction product. (3) Given the reactants [NH:1]1[C:9]2[C:4](=[CH:5][CH:6]=[C:7]([NH:10][C:11](=[O:27])[C:12]3[CH:17]=[CH:16][CH:15]=[CH:14][C:13]=3[NH:18][CH2:19][C:20]3[CH:25]=[CH:24][C:23](=[O:26])[NH:22][CH:21]=3)[CH:8]=2)[CH:3]=[N:2]1.[NH2:28][C:29]1C=C2C(C=NN2CC#N)=C[CH:30]=1.CN1CCOCC1.F[P-](F)(F)(F)(F)F.N1(OC(N(C)C)=[N+](C)C)C2N=CC=CC=2N=N1, predict the reaction product. The product is: [C:29]([CH2:30][N:1]1[C:9]2[C:4](=[CH:5][CH:6]=[C:7]([NH:10][C:11](=[O:27])[C:12]3[CH:17]=[CH:16][CH:15]=[CH:14][C:13]=3[NH:18][CH2:19][C:20]3[CH:25]=[CH:24][C:23](=[O:26])[NH:22][CH:21]=3)[CH:8]=2)[CH:3]=[N:2]1)#[N:28]. (4) The product is: [NH:3]1[C:11]2[C:6](=[CH:7][CH:8]=[C:9]([C:12]([OH:14])=[O:13])[CH:10]=2)[CH:5]=[CH:4]1. Given the reactants [OH-].[Li+].[NH:3]1[C:11]2[C:6](=[CH:7][CH:8]=[C:9]([C:12]([O:14]C)=[O:13])[CH:10]=2)[CH:5]=[CH:4]1, predict the reaction product. (5) Given the reactants C(OC([N:8]1[CH2:13][CH2:12][N:11]([C:14]2[C:15]([C:20]3[CH:25]=[CH:24][C:23]([F:26])=[CH:22][CH:21]=3)=[N:16][CH:17]=[CH:18][CH:19]=2)[CH2:10][CH2:9]1)=O)(C)(C)C.FC(F)(F)C(O)=O, predict the reaction product. The product is: [F:26][C:23]1[CH:24]=[CH:25][C:20]([C:15]2[C:14]([N:11]3[CH2:10][CH2:9][NH:8][CH2:13][CH2:12]3)=[CH:19][CH:18]=[CH:17][N:16]=2)=[CH:21][CH:22]=1. (6) The product is: [C:2]([O:6][C:7](=[O:8])[NH:9][C@@H:10]1[CH2:11][CH2:12][N:18]([CH2:19][C:20]2[CH:25]=[CH:24][C:23]([O:26][CH3:27])=[C:22]([O:28][CH3:29])[CH:21]=2)[C:16]1=[O:17])([CH3:5])([CH3:4])[CH3:3]. Given the reactants [I-].[C:2]([O:6][C:7]([NH:9][C@@H:10]([C:16]([NH:18][CH2:19][C:20]1[CH:25]=[CH:24][C:23]([O:26][CH3:27])=[C:22]([O:28][CH3:29])[CH:21]=1)=[O:17])[CH2:11][CH2:12][S+](C)C)=[O:8])([CH3:5])([CH3:4])[CH3:3].[Li+].C[Si]([N-][Si](C)(C)C)(C)C.[Cl-].[NH4+].O, predict the reaction product. (7) Given the reactants C([O:3][C:4](=[O:30])[CH2:5][C:6]1[CH:7]=[C:8]([C:14]2[CH:19]=[CH:18][C:17](F)=[CH:16][C:15]=2[CH2:21][N:22]([C:25]([CH:27]2[CH2:29][CH2:28]2)=[O:26])[CH2:23][CH3:24])[C:9]([O:12][CH3:13])=[CH:10][CH:11]=1)C.[CH3:31][S-:32].[Na+], predict the reaction product. The product is: [CH:27]1([C:25]([N:22]([CH2:21][C:15]2[CH:16]=[C:17]([S:32][CH3:31])[CH:18]=[CH:19][C:14]=2[C:8]2[C:9]([O:12][CH3:13])=[CH:10][CH:11]=[C:6]([CH2:5][C:4]([OH:3])=[O:30])[CH:7]=2)[CH2:23][CH3:24])=[O:26])[CH2:29][CH2:28]1.